The task is: Predict the reactants needed to synthesize the given product.. This data is from Full USPTO retrosynthesis dataset with 1.9M reactions from patents (1976-2016). (1) The reactants are: O[C:2]1([C:9]2[CH:10]=[CH:11][C:12]3[O:16][C:15](=[O:17])[NH:14][C:13]=3[CH:18]=2)[CH2:7][CH2:6][C:5](=[O:8])[CH2:4][CH2:3]1.CC[N+](S(N=C(OC)[O-])(=O)=O)(CC)CC. Given the product [O:8]=[C:5]1[CH2:6][CH2:7][C:2]([C:9]2[CH:10]=[CH:11][C:12]3[O:16][C:15](=[O:17])[NH:14][C:13]=3[CH:18]=2)=[CH:3][CH2:4]1, predict the reactants needed to synthesize it. (2) Given the product [CH3:1][O:2][CH2:3][CH2:4][O:5][C:6]1[CH:7]=[C:8]([C:19]([NH:30][CH2:29][C:26]2[CH:27]=[N:28][C:23]([CH3:22])=[CH:24][CH:25]=2)=[O:21])[CH:9]=[C:10]([C:12]2[CH:13]=[CH:14][C:15]([CH3:18])=[CH:16][CH:17]=2)[CH:11]=1, predict the reactants needed to synthesize it. The reactants are: [CH3:1][O:2][CH2:3][CH2:4][O:5][C:6]1[CH:7]=[C:8]([C:19]([OH:21])=O)[CH:9]=[C:10]([C:12]2[CH:17]=[CH:16][C:15]([CH3:18])=[CH:14][CH:13]=2)[CH:11]=1.[CH3:22][C:23]1[N:28]=[CH:27][C:26]([CH2:29][NH2:30])=[CH:25][CH:24]=1.F[P-](F)(F)(F)(F)F.C[N+](C)=C(N(C)C)ON1C2N=CC=CC=2N=N1.C(N(CC)C(C)C)(C)C. (3) Given the product [CH3:1][O:2][C:3](=[O:14])[CH2:4][C:5]1[CH:6]=[C:7]([C:22]2[CH:21]=[C:20]([O:23][CH3:24])[CH:19]=[CH:18][C:17]=2[CH:15]=[O:16])[C:8]([O:11][CH3:12])=[CH:9][CH:10]=1, predict the reactants needed to synthesize it. The reactants are: [CH3:1][O:2][C:3](=[O:14])[CH2:4][C:5]1[CH:10]=[CH:9][C:8]([O:11][CH3:12])=[C:7](Br)[CH:6]=1.[CH:15]([C:17]1[CH:22]=[CH:21][C:20]([O:23][CH3:24])=[CH:19][C:18]=1B(O)O)=[O:16]. (4) Given the product [F:32][C:22]([F:21])([F:31])[C@H:23]([NH:30][C:12]([C:10]1[CH:9]=[CH:8][C:7]([N:15]2[CH2:18][C:17]([F:20])([F:19])[CH2:16]2)=[C:6]([O:5][CH2:4][CH:1]2[CH2:2][CH2:3]2)[N:11]=1)=[O:14])[C:24]1[CH:25]=[N:26][CH:27]=[CH:28][CH:29]=1, predict the reactants needed to synthesize it. The reactants are: [CH:1]1([CH2:4][O:5][C:6]2[N:11]=[C:10]([C:12]([OH:14])=O)[CH:9]=[CH:8][C:7]=2[N:15]2[CH2:18][C:17]([F:20])([F:19])[CH2:16]2)[CH2:3][CH2:2]1.[F:21][C:22]([F:32])([F:31])[C@H:23]([NH2:30])[C:24]1[CH:25]=[N:26][CH:27]=[CH:28][CH:29]=1. (5) Given the product [CH3:30][S:31]([O:1][CH2:2][CH2:3][CH2:4][C@H:5]([NH:15][C:16]([O:17][CH2:18][CH:19]([CH3:21])[CH3:20])=[O:22])[CH2:6][NH:7][C:8]([O:9][CH2:10][CH:11]([CH3:12])[CH3:13])=[O:14])(=[O:33])=[O:32], predict the reactants needed to synthesize it. The reactants are: [OH:1][CH2:2][CH2:3][CH2:4][C@H:5]([NH:15][C:16](=[O:22])[O:17][CH2:18][CH:19]([CH3:21])[CH3:20])[CH2:6][NH:7][C:8](=[O:14])[O:9][CH2:10][CH:11]([CH3:13])[CH3:12].C(N(CC)CC)C.[CH3:30][S:31](Cl)(=[O:33])=[O:32].C(O)(=O)CC(CC(O)=O)(C(O)=O)O.